From a dataset of Full USPTO retrosynthesis dataset with 1.9M reactions from patents (1976-2016). Predict the reactants needed to synthesize the given product. Given the product [NH2:8][C@H:12]([C:13]1[S:14][C:15]([C:18]2[CH:23]=[CH:22][CH:21]=[C:20]([NH:24][C:25]3[CH:30]=[C:29]([CH3:31])[CH:28]=[CH:27][N:26]=3)[N:19]=2)=[CH:16][N:17]=1)[CH2:11][OH:10], predict the reactants needed to synthesize it. The reactants are: C(OC([N:8]1[C@H:12]([C:13]2[S:14][C:15]([C:18]3[CH:23]=[CH:22][CH:21]=[C:20]([NH:24][C:25]4[CH:30]=[C:29]([CH3:31])[CH:28]=[CH:27][N:26]=4)[N:19]=3)=[CH:16][N:17]=2)[CH2:11][O:10]C1(C)C)=O)(C)(C)C.